From a dataset of Forward reaction prediction with 1.9M reactions from USPTO patents (1976-2016). Predict the product of the given reaction. (1) Given the reactants [NH2:1][C:2]1[C:3]([C:9]([C:11]2[CH:12]=[N:13][CH:14]=[CH:15][CH:16]=2)=[O:10])=[N:4][C:5](Br)=[CH:6][N:7]=1.B1(B2OC(C)(C)C(C)(C)O2)OC(C)(C)C(C)(C)O1.C(Cl)Cl.C([O-])(=O)C.[K+].Br[C:44]1[CH:45]=[C:46]([S:50]([NH:53][CH2:54][CH2:55][O:56][CH3:57])(=[O:52])=[O:51])[CH:47]=[CH:48][CH:49]=1.C([O-])([O-])=O.[Na+].[Na+], predict the reaction product. The product is: [NH2:1][C:2]1[N:7]=[CH:6][C:5]([C:44]2[CH:45]=[C:46]([S:50]([NH:53][CH2:54][CH2:55][O:56][CH3:57])(=[O:51])=[O:52])[CH:47]=[CH:48][CH:49]=2)=[N:4][C:3]=1[C:9]([C:11]1[CH:12]=[N:13][CH:14]=[CH:15][CH:16]=1)=[O:10]. (2) Given the reactants [Cl:1][C:2]1[CH:3]=[CH:4][C:5]([C:28]([F:31])([F:30])[F:29])=[C:6]([CH:27]=1)[CH2:7][N:8]1[CH2:13][CH2:12][NH:11][C:10]2[N:14]=[CH:15][C:16]([C:18]3[CH:26]=[CH:25][C:21]([C:22](O)=[O:23])=[CH:20][CH:19]=3)=[CH:17][C:9]1=2.[CH3:32][O:33][CH2:34][CH2:35][NH2:36], predict the reaction product. The product is: [Cl:1][C:2]1[CH:3]=[CH:4][C:5]([C:28]([F:29])([F:30])[F:31])=[C:6]([CH:27]=1)[CH2:7][N:8]1[CH2:13][CH2:12][NH:11][C:10]2[N:14]=[CH:15][C:16]([C:18]3[CH:26]=[CH:25][C:21]([C:22]([NH:36][CH2:35][CH2:34][O:33][CH3:32])=[O:23])=[CH:20][CH:19]=3)=[CH:17][C:9]1=2. (3) Given the reactants Cl.[CH3:2][NH:3][C:4]1[CH:12]=[CH:11][C:7]([C:8]([OH:10])=[O:9])=[CH:6][C:5]=1[N+:13]([O-:15])=[O:14].[CH3:16]N(C=O)C, predict the reaction product. The product is: [CH3:2][NH:3][C:4]1[CH:12]=[CH:11][C:7]([C:8]([O:10][CH3:16])=[O:9])=[CH:6][C:5]=1[N+:13]([O-:15])=[O:14]. (4) Given the reactants [NH2:1][C:2]1[CH:7]=[CH:6][C:5]([N:8]([CH2:11][CH2:12][C:13]2[CH:18]=[CH:17][CH:16]=[CH:15][N:14]=2)[CH:9]=[O:10])=[CH:4][CH:3]=1.[CH3:19][C:20]1[CH:25]=[CH:24][C:23]([C:26]2[CH2:30][CH2:29][CH2:28][C:27]=2[C:31](O)=[O:32])=[CH:22][CH:21]=1.F[P-](F)(F)(F)(F)F.N1(O[P+](N2CCCC2)(N2CCCC2)N2CCCC2)C2C=CC=CC=2N=N1.C(N(C(C)C)CC)(C)C.Cl, predict the reaction product. The product is: [CH:9]([N:8]([CH2:11][CH2:12][C:13]1[CH:18]=[CH:17][CH:16]=[CH:15][N:14]=1)[C:5]1[CH:6]=[CH:7][C:2]([NH:1][C:31]([C:27]2[CH2:28][CH2:29][CH2:30][C:26]=2[C:23]2[CH:22]=[CH:21][C:20]([CH3:19])=[CH:25][CH:24]=2)=[O:32])=[CH:3][CH:4]=1)=[O:10].